Dataset: Forward reaction prediction with 1.9M reactions from USPTO patents (1976-2016). Task: Predict the product of the given reaction. (1) The product is: [CH3:29][CH:30]([O:34][C:35]([CH3:37])=[O:36])[CH2:31][O:32][CH3:33].[Al:17]. Given the reactants O.[O-]CCCC.[O-]CCCC.[O-]CCCC.[Al+3:17].C(OCC)(=O)CC(OCC)=O.[CH3:29][CH:30]([O:34][C:35]([CH3:37])=[O:36])[CH2:31][O:32][CH3:33], predict the reaction product. (2) Given the reactants Cl.[CH3:2][O:3][C:4](=[O:11])[CH2:5][CH2:6][C:7]([CH2:9][NH2:10])=[O:8].[P:12](=[O:16])([OH:15])([OH:14])[OH:13].C(N(CC)CC)C.C(O)C, predict the reaction product. The product is: [P:12]([OH:16])([OH:15])([OH:14])=[O:13].[CH3:2][O:3][C:4](=[O:11])[CH2:5][CH2:6][C:7]([CH2:9][NH2:10])=[O:8].